From a dataset of Full USPTO retrosynthesis dataset with 1.9M reactions from patents (1976-2016). Predict the reactants needed to synthesize the given product. (1) Given the product [CH3:9][N:8]1[C:3]([CH:2]=[O:1])=[C:4]([C:18]2[C:19]([CH3:28])=[C:20]3[C:25](=[CH:26][CH:27]=2)[O:24][CH2:23][CH2:22][CH2:21]3)[C:5]2[C:13]3[CH2:14][CH2:15][CH2:16][CH2:17][C:12]=3[S:11][C:6]=2[C:7]1=[O:10], predict the reactants needed to synthesize it. The reactants are: [OH:1][CH2:2][C:3]1[N:8]([CH3:9])[C:7](=[O:10])[C:6]2[S:11][C:12]3[CH2:17][CH2:16][CH2:15][CH2:14][C:13]=3[C:5]=2[C:4]=1[C:18]1[C:19]([CH3:28])=[C:20]2[C:25](=[CH:26][CH:27]=1)[O:24][CH2:23][CH2:22][CH2:21]2. (2) Given the product [F:21][S:22]([CH2:25][CH2:26][O:27][CH2:28][CH2:29][O:30][C:2]([C:4]([O:10][C:11]([C:14]([C:17]([F:18])([F:19])[F:20])([F:15])[F:16])([F:12])[F:13])([C:6]([F:9])([F:8])[F:7])[F:5])=[O:3])(=[O:24])=[O:23], predict the reactants needed to synthesize it. The reactants are: F[C:2]([C:4]([O:10][C:11]([C:14]([C:17]([F:20])([F:19])[F:18])([F:16])[F:15])([F:13])[F:12])([C:6]([F:9])([F:8])[F:7])[F:5])=[O:3].[F:21][S:22]([CH2:25][CH2:26][O:27][CH2:28][CH2:29][OH:30])(=[O:24])=[O:23]. (3) Given the product [CH:38]1([CH2:37][C:36]2[NH:9][C:8]([C:11]3[CH:16]=[CH:15][C:14]([C:17]4[C:18]([CH3:32])=[CH:19][C:20]([O:23][CH2:24][C:25]([CH3:30])([CH3:31])[C:26]([O:28][CH3:29])=[O:27])=[N:21][CH:22]=4)=[CH:13][C:12]=3[F:33])=[N:10][CH:35]=2)[CH2:40][CH2:39]1, predict the reactants needed to synthesize it. The reactants are: C(Cl)Cl.C(O)(=O)C.[C:8]([C:11]1[CH:16]=[CH:15][C:14]([C:17]2[C:18]([CH3:32])=[CH:19][C:20]([O:23][CH2:24][C:25]([CH3:31])([CH3:30])[C:26]([O:28][CH3:29])=[O:27])=[N:21][CH:22]=2)=[CH:13][C:12]=1[F:33])(=[NH:10])[NH2:9].Br[CH2:35][C:36](=O)[CH2:37][CH:38]1[CH2:40][CH2:39]1.C(=O)([O-])[O-].[K+].[K+]. (4) Given the product [N+:34](=[CH:35][C:13](=[O:15])[CH:12]([C:18]1[S:19][CH:20]=[CH:21][CH:22]=1)[CH2:11][C:8]1[CH:7]=[CH:6][C:5]([O:4][CH3:3])=[CH:10][CH:9]=1)=[N-:36], predict the reactants needed to synthesize it. The reactants are: [OH-].[Na+].[CH3:3][O:4][C:5]1[CH:10]=[CH:9][C:8]([CH2:11][CH:12]([C:18]2[S:19][CH:20]=[CH:21][CH:22]=2)[C:13]([O:15]CC)=O)=[CH:7][CH:6]=1.Cl.CC1C=CC(S([N:34]([N:36]=O)[CH3:35])(=O)=O)=CC=1.[N+](=C)=[N-]. (5) Given the product [F:5][C:6]1[CH:11]=[C:10]([N+:1]([O-:4])=[O:2])[C:9]([NH:12][C:13](=[O:15])[CH3:14])=[C:8]([CH3:16])[CH:7]=1, predict the reactants needed to synthesize it. The reactants are: [N+:1]([O-:4])(O)=[O:2].[F:5][C:6]1[CH:11]=[CH:10][C:9]([NH:12][C:13](=[O:15])[CH3:14])=[C:8]([CH3:16])[CH:7]=1.